The task is: Predict the product of the given reaction.. This data is from Forward reaction prediction with 1.9M reactions from USPTO patents (1976-2016). Given the reactants [Cl-].[Al+3].[Cl-].[Cl-].[Cl:5][CH2:6][C:7](Cl)=[O:8].[C:10]1([CH:17]=[CH:16][CH:15]=[C:13]([OH:14])[CH:12]=1)[OH:11].Cl, predict the reaction product. The product is: [Cl:5][CH2:6][C:7]([C:15]1[CH:16]=[CH:17][C:10]([OH:11])=[CH:12][C:13]=1[OH:14])=[O:8].